This data is from Reaction yield outcomes from USPTO patents with 853,638 reactions. The task is: Predict the reaction yield, written as a fraction of the theoretical maximum amount of product (1.0 means a 100% yield; for example, 0.34 means a 34% yield). (1) The reactants are [C:1]([O:5][C:6](=[O:22])[C@@H:7]([NH:11][CH2:12][C:13]1[CH:18]=[CH:17][CH:16]=[CH:15][C:14]=1[N+:19]([O-])=O)[CH:8]([CH3:10])[CH3:9])([CH3:4])([CH3:3])[CH3:2]. The catalyst is CCO.[Ni]. The product is [C:1]([O:5][C:6](=[O:22])[C@@H:7]([NH:11][CH2:12][C:13]1[CH:18]=[CH:17][CH:16]=[CH:15][C:14]=1[NH2:19])[CH:8]([CH3:10])[CH3:9])([CH3:3])([CH3:4])[CH3:2]. The yield is 1.00. (2) The reactants are [CH:1]1[C:15](=[O:16])[N:14]=[C:13]2[N:3]([C@@H:4]3[O:8][C@H:7]([CH2:9][OH:10])[C@@H:6]([OH:11])[C@@H:5]3[O:12]2)[CH:2]=1.C1C=CN=CC=1.[FH:23]. The catalyst is O1CCOCC1. The product is [F:23][C@@H:5]1[C@H:6]([OH:11])[C@@H:7]([CH2:9][OH:10])[O:8][C@H:4]1[N:3]1[CH:2]=[CH:1][C:15](=[O:16])[NH:14][C:13]1=[O:12]. The yield is 0.750. (3) The reactants are [CH2:1]([O:4][CH2:5][CH2:6][C:7]1[CH:21]=[CH:20][C:10]([CH2:11][C:12]2[CH:17]=[C:16](Br)[CH:15]=[CH:14][C:13]=2[Cl:19])=[CH:9][CH:8]=1)[CH:2]=[CH2:3].[CH2:22]([O:29][C@@H:30]1[C@@H:35]([O:36][CH2:37][C:38]2[CH:43]=[CH:42][CH:41]=[CH:40][CH:39]=2)[C@H:34]([O:44][CH2:45][C:46]2[CH:51]=[CH:50][CH:49]=[CH:48][CH:47]=2)[C@@H:33]([CH2:52][O:53][CH2:54][C:55]2[CH:60]=[CH:59][CH:58]=[CH:57][CH:56]=2)[O:32][C:31]1=[O:61])[C:23]1[CH:28]=[CH:27][CH:26]=[CH:25][CH:24]=1.[CH2:62]([Li])CCC.CS(O)(=O)=O.C(=O)(O)[O-].[Na+]. The catalyst is C1COCC1.CCCCCC.CO.O. The product is [CH2:1]([O:4][CH2:5][CH2:6][C:7]1[CH:21]=[CH:20][C:10]([CH2:11][C:12]2[CH:17]=[C:16]([C@@:31]3([O:61][CH3:62])[C@H:30]([O:29][CH2:22][C:23]4[CH:28]=[CH:27][CH:26]=[CH:25][CH:24]=4)[C@@H:35]([O:36][CH2:37][C:38]4[CH:43]=[CH:42][CH:41]=[CH:40][CH:39]=4)[C@H:34]([O:44][CH2:45][C:46]4[CH:47]=[CH:48][CH:49]=[CH:50][CH:51]=4)[C@@H:33]([CH2:52][O:53][CH2:54][C:55]4[CH:56]=[CH:57][CH:58]=[CH:59][CH:60]=4)[O:32]3)[CH:15]=[CH:14][C:13]=2[Cl:19])=[CH:9][CH:8]=1)[CH:2]=[CH2:3]. The yield is 0.280. (4) The reactants are [Cl:1][C:2]1[C:3]([O:12][C:13]2[CH:18]=[C:17]([O:19][CH2:20][CH2:21][O:22][Si:23]([CH:30]([CH3:32])[CH3:31])([CH:27]([CH3:29])[CH3:28])[CH:24]([CH3:26])[CH3:25])[CH:16]=[CH:15][C:14]=2/[CH:33]=[CH:34]/[C:35]([OH:37])=O)=[N:4][CH:5]=[C:6]([C:8]([F:11])([F:10])[F:9])[CH:7]=1.Cl.C(N=C=NCCCN(C)C)C.[CH2:50]([S:55]([NH2:58])(=[O:57])=[O:56])[CH2:51][CH2:52][CH2:53][CH3:54].Cl. The catalyst is C(#N)C.CN(C)C1C=CN=CC=1.C(OCC)(=O)C. The product is [Cl:1][C:2]1[C:3]([O:12][C:13]2[CH:18]=[C:17]([O:19][CH2:20][CH2:21][O:22][Si:23]([CH:27]([CH3:28])[CH3:29])([CH:30]([CH3:32])[CH3:31])[CH:24]([CH3:26])[CH3:25])[CH:16]=[CH:15][C:14]=2/[CH:33]=[CH:34]/[C:35]([NH:58][S:55]([CH2:50][CH2:51][CH2:52][CH2:53][CH3:54])(=[O:57])=[O:56])=[O:37])=[N:4][CH:5]=[C:6]([C:8]([F:11])([F:10])[F:9])[CH:7]=1. The yield is 0.460. (5) The reactants are [NH2:1][CH2:2][CH:3]([C:10]1[CH:15]=[CH:14][CH:13]=[C:12]([Cl:16])[CH:11]=1)[CH2:4][C:5](OCC)=[O:6]. The catalyst is C1(C)C=CC=CC=1. The product is [Cl:16][C:12]1[CH:11]=[C:10]([CH:3]2[CH2:2][NH:1][C:5](=[O:6])[CH2:4]2)[CH:15]=[CH:14][CH:13]=1. The yield is 0.492. (6) The reactants are [C:1]([O:5][C:6]([N:8]1[CH2:13][CH2:12][CH:11]([C:14]2[CH:19]=[CH:18][C:17]([NH:20][C:21]3[N:26]=[C:25]([CH2:27][CH2:28][C:29]4[C:34]([CH2:35][C:36]([O-:38])=O)=[CH:33][N:32]=[CH:31][N:30]=4)[C:24]([C:39]([F:42])([F:41])[F:40])=[CH:23][N:22]=3)=[CH:16][CH:15]=2)[CH2:10][CH2:9]1)=[O:7])([CH3:4])([CH3:3])[CH3:2].[Li+].O[N:45]1C2C=CC=CC=2N=N1.CCN=C=NCCCN(C)C.C(N(CC)C(C)C)(C)C.C(=O)([O-])[O-].[NH4+].[NH4+]. The catalyst is C1COCC1.CCOC(C)=O.CO.CN(C=O)C. The product is [NH2:45][C:36](=[O:38])[CH2:35][C:34]1[C:29]([CH2:28][CH2:27][C:25]2[C:24]([C:39]([F:41])([F:40])[F:42])=[CH:23][N:22]=[C:21]([NH:20][C:17]3[CH:18]=[CH:19][C:14]([CH:11]4[CH2:10][CH2:9][N:8]([C:6]([O:5][C:1]([CH3:3])([CH3:4])[CH3:2])=[O:7])[CH2:13][CH2:12]4)=[CH:15][CH:16]=3)[N:26]=2)=[N:30][CH:31]=[N:32][CH:33]=1. The yield is 0.830. (7) The product is [Cl:1][C:2]1[N:3]=[CH:4][N:5]([CH2:30][O:31][CH2:32][CH2:33][Si:34]([CH3:37])([CH3:36])[CH3:35])[C:6]=1[C:7]([NH:9][CH2:10][C:11]1[CH:16]=[CH:15][C:14]([Cl:17])=[C:13]([O:18][C:19]2[CH:24]=[C:23]([C:25]#[CH:38])[CH:22]=[C:21]([C:27]#[N:28])[CH:20]=2)[C:12]=1[F:29])=[O:8]. The catalyst is CO.CCOC(C)=O. The reactants are [Cl:1][C:2]1[N:3]=[CH:4][N:5]([CH2:30][O:31][CH2:32][CH2:33][Si:34]([CH3:37])([CH3:36])[CH3:35])[C:6]=1[C:7]([NH:9][CH2:10][C:11]1[CH:16]=[CH:15][C:14]([Cl:17])=[C:13]([O:18][C:19]2[CH:24]=[C:23]([CH:25]=O)[CH:22]=[C:21]([C:27]#[N:28])[CH:20]=2)[C:12]=1[F:29])=[O:8].[C:38](=O)([O-])[O-].[K+].[K+].CC(C)C(=O)C(P(=O)([O-])[O-])=[N+]=[N-]. The yield is 0.540.